The task is: Binary Classification. Given a T-cell receptor sequence (or CDR3 region) and an epitope sequence, predict whether binding occurs between them.. This data is from TCR-epitope binding with 47,182 pairs between 192 epitopes and 23,139 TCRs. (1) Result: 0 (the TCR does not bind to the epitope). The TCR CDR3 sequence is CASSLDGNTGELFF. The epitope is SEPVLKGVKL. (2) The epitope is NLDSKVGGNY. The TCR CDR3 sequence is CSANQGSEAFF. Result: 0 (the TCR does not bind to the epitope). (3) The epitope is TTLPVNVAF. Result: 0 (the TCR does not bind to the epitope). The TCR CDR3 sequence is CASSTPGGGTDTQYF. (4) The epitope is QYDPVAALF. The TCR CDR3 sequence is CASSQTAQYGYTF. Result: 0 (the TCR does not bind to the epitope). (5) The epitope is KAYNVTQAF. The TCR CDR3 sequence is CASSLDADRGEGTDTQYF. Result: 1 (the TCR binds to the epitope). (6) The TCR CDR3 sequence is CASSLSIYEQYF. Result: 1 (the TCR binds to the epitope). The epitope is LLMPILTLT. (7) The epitope is EEHVQIHTI. The TCR CDR3 sequence is CASSTEATGTYEQYF. Result: 1 (the TCR binds to the epitope).